This data is from Full USPTO retrosynthesis dataset with 1.9M reactions from patents (1976-2016). The task is: Predict the reactants needed to synthesize the given product. (1) Given the product [NH:20]1[C:21]2[C:17](=[C:16]([NH:15][C:13]([NH:12][CH2:11][C:1]3[C:10]4[C:5](=[CH:6][CH:7]=[CH:8][CH:9]=4)[CH:4]=[CH:3][CH:2]=3)=[O:14])[CH:24]=[CH:23][CH:22]=2)[CH:18]=[N:19]1, predict the reactants needed to synthesize it. The reactants are: [C:1]1([CH2:11][NH:12][C:13]([NH:15][C:16]2[CH:24]=[CH:23][CH:22]=[C:21]3[C:17]=2[CH:18]=[N:19][N:20]3C(OC)=O)=[O:14])[C:10]2[C:5](=[CH:6][CH:7]=[CH:8][CH:9]=2)[CH:4]=[CH:3][CH:2]=1.[OH-].[Na+]. (2) Given the product [Cl:3][C:4]1[C:9]([Cl:10])=[C:8]([O:11][CH3:12])[CH:7]=[CH:6][C:5]=1[N:13]1[CH2:18][CH2:17][N:16]([CH2:19][CH2:20][C@H:21]2[CH2:22][CH2:23][C@H:24]([NH:27][C:28]([NH:30][CH3:33])=[O:38])[CH2:25][CH2:26]2)[CH2:15][CH2:14]1, predict the reactants needed to synthesize it. The reactants are: Cl.Cl.[Cl:3][C:4]1[C:9]([Cl:10])=[C:8]([O:11][CH3:12])[CH:7]=[CH:6][C:5]=1[N:13]1[CH2:18][CH2:17][N:16]([CH2:19][CH2:20][C@H:21]2[CH2:26][CH2:25][C@H:24]([NH2:27])[CH2:23][CH2:22]2)[CH2:15][CH2:14]1.[CH2:28]([N:30]([CH2:33]C)CC)C.ClC(Cl)([O:38]C(=O)OC(Cl)(Cl)Cl)Cl.CN.